This data is from Peptide-MHC class I binding affinity with 185,985 pairs from IEDB/IMGT. The task is: Regression. Given a peptide amino acid sequence and an MHC pseudo amino acid sequence, predict their binding affinity value. This is MHC class I binding data. (1) The binding affinity (normalized) is 0.281. The MHC is HLA-B44:02 with pseudo-sequence HLA-B44:02. The peptide sequence is SDFLISEML. (2) The peptide sequence is IVYSLVTTI. The MHC is HLA-B15:01 with pseudo-sequence HLA-B15:01. The binding affinity (normalized) is 0.418.